From a dataset of Full USPTO retrosynthesis dataset with 1.9M reactions from patents (1976-2016). Predict the reactants needed to synthesize the given product. (1) The reactants are: CN(C(ON1N=NC2C=CC=NC1=2)=[N+](C)C)C.F[P-](F)(F)(F)(F)F.[NH2:25][C:26]1[C:27]([C:36]([OH:38])=O)=[CH:28][C:29]2[C:34]([CH:35]=1)=[CH:33][CH:32]=[CH:31][CH:30]=2.[NH2:39][C@@H:40]([C@H:48]1[CH2:53][CH2:52][CH2:51][CH:50]([OH:54])[CH2:49]1)[C:41]([O:43][C:44]([CH3:47])([CH3:46])[CH3:45])=[O:42].C(N(CC)C(C)C)(C)C.C([O-])(O)=O.[Na+]. Given the product [NH2:25][C:26]1[C:27]([C:36]([NH:39][C@@H:40]([C@H:48]2[CH2:53][CH2:52][CH2:51][C@@H:50]([OH:54])[CH2:49]2)[C:41]([O:43][C:44]([CH3:47])([CH3:46])[CH3:45])=[O:42])=[O:38])=[CH:28][C:29]2[C:34]([CH:35]=1)=[CH:33][CH:32]=[CH:31][CH:30]=2, predict the reactants needed to synthesize it. (2) Given the product [F:35][C:32]([F:33])([F:34])[C:27]1[CH:28]=[CH:29][CH:30]=[CH:31][C:26]=1[C:24]([N:21]1[CH2:20][CH2:19][N:18]([C:15]2[N:16]=[N:17][C:12]([NH:11][C:7]([CH:3]3[C:4]([CH3:5])([CH3:6])[C:2]3([CH3:1])[CH3:10])=[O:9])=[CH:13][CH:14]=2)[CH2:23][CH2:22]1)=[O:25], predict the reactants needed to synthesize it. The reactants are: [CH3:1][C:2]1([CH3:10])[C:4]([CH3:6])([CH3:5])[CH:3]1[C:7]([OH:9])=O.[NH2:11][C:12]1[N:17]=[N:16][C:15]([N:18]2[CH2:23][CH2:22][N:21]([C:24]([C:26]3[CH:31]=[CH:30][CH:29]=[CH:28][C:27]=3[C:32]([F:35])([F:34])[F:33])=[O:25])[CH2:20][CH2:19]2)=[CH:14][CH:13]=1. (3) Given the product [NH2:45][C:36]1[S:35][C:44]2[CH2:43][CH2:42][N:41]([C:21](=[O:22])[CH2:20][N:10]3[C:11]([C:13]4[CH:14]=[CH:15][C:16]([F:19])=[CH:17][CH:18]=4)=[N:12][C:8]([C:5]4[CH:6]=[CH:7][C:2]([F:1])=[CH:3][CH:4]=4)=[N:9]3)[CH2:40][CH2:39][C:38]=2[N:37]=1, predict the reactants needed to synthesize it. The reactants are: [F:1][C:2]1[CH:7]=[CH:6][C:5]([C:8]2[N:12]=[C:11]([C:13]3[CH:18]=[CH:17][C:16]([F:19])=[CH:15][CH:14]=3)[N:10]([CH2:20][C:21](O)=[O:22])[N:9]=2)=[CH:4][CH:3]=1.CCN(C(C)C)C(C)C.Br.Br.[S:35]1[C:44]2[CH2:43][CH2:42][NH:41][CH2:40][CH2:39][C:38]=2[N:37]=[C:36]1[NH2:45].C(=O)([O-])O.[Na+].